From a dataset of Forward reaction prediction with 1.9M reactions from USPTO patents (1976-2016). Predict the product of the given reaction. (1) Given the reactants [CH3:1][C:2](=O)[C@@H:3]1[C@:20]2([CH3:21])[C@H:6]([C@H:7]3[C@H:17]([CH2:18][CH2:19]2)[C@:15]2([CH3:16])[C@H:10]([CH2:11][CH2:12][CH2:13][CH2:14]2)[CH2:9][CH2:8]3)[CH2:5][CH2:4]1.C(O)C.[NH2:26][OH:27].C([O-])(=O)C.[Na+], predict the reaction product. The product is: [CH3:1][C:2](=[N:26][OH:27])[C@@H:3]1[C@:20]2([CH3:21])[C@H:6]([C@H:7]3[C@H:17]([CH2:18][CH2:19]2)[C@:15]2([CH3:16])[C@H:10]([CH2:11][CH2:12][CH2:13][CH2:14]2)[CH2:9][CH2:8]3)[CH2:5][CH2:4]1. (2) Given the reactants [F:1][C:2]1[CH:10]=[C:9]([C:11]([F:14])([F:13])[F:12])[CH:8]=[CH:7][C:3]=1[C:4]([OH:6])=O.C[O:16][C:17](=[O:37])[CH2:18][CH2:19][C:20]1[CH:25]=[CH:24][C:23]([O:26][C:27]2[CH:32]=[C:31]([CH3:33])[CH:30]=[C:29]([CH2:34][NH2:35])[CH:28]=2)=[CH:22][C:21]=1[CH3:36], predict the reaction product. The product is: [F:1][C:2]1[CH:10]=[C:9]([C:11]([F:14])([F:13])[F:12])[CH:8]=[CH:7][C:3]=1[C:4]([NH:35][CH2:34][C:29]1[CH:28]=[C:27]([CH:32]=[C:31]([CH3:33])[CH:30]=1)[O:26][C:23]1[CH:24]=[CH:25][C:20]([CH2:19][CH2:18][C:17]([OH:37])=[O:16])=[C:21]([CH3:36])[CH:22]=1)=[O:6].